This data is from NCI-60 drug combinations with 297,098 pairs across 59 cell lines. The task is: Regression. Given two drug SMILES strings and cell line genomic features, predict the synergy score measuring deviation from expected non-interaction effect. (1) Drug 1: C1CCN(CC1)CCOC2=CC=C(C=C2)C(=O)C3=C(SC4=C3C=CC(=C4)O)C5=CC=C(C=C5)O. Drug 2: C1=C(C(=O)NC(=O)N1)F. Cell line: HS 578T. Synergy scores: CSS=23.6, Synergy_ZIP=2.68, Synergy_Bliss=3.29, Synergy_Loewe=-0.301, Synergy_HSA=0.482. (2) Drug 1: C1=NC(=NC(=O)N1C2C(C(C(O2)CO)O)O)N. Drug 2: C1C(C(OC1N2C=NC(=NC2=O)N)CO)O. Cell line: BT-549. Synergy scores: CSS=32.5, Synergy_ZIP=-5.78, Synergy_Bliss=0.326, Synergy_Loewe=2.81, Synergy_HSA=3.01. (3) Drug 1: C1CC(C1)(C(=O)O)C(=O)O.[NH2-].[NH2-].[Pt+2]. Synergy scores: CSS=4.46, Synergy_ZIP=-1.41, Synergy_Bliss=3.90, Synergy_Loewe=-17.6, Synergy_HSA=-0.336. Drug 2: CC(C)(C#N)C1=CC(=CC(=C1)CN2C=NC=N2)C(C)(C)C#N. Cell line: ACHN.